Predict the reaction yield, written as a fraction of the theoretical maximum amount of product (1.0 means a 100% yield; for example, 0.34 means a 34% yield). From a dataset of Reaction yield outcomes from USPTO patents with 853,638 reactions. The catalyst is CN(C)C=O. The reactants are [Cl:1][C:2]1[CH:7]=[CH:6][C:5]([S:8]([NH:11][CH:12]2[CH2:18][CH2:17][CH2:16][CH2:15][NH:14][C:13]2=[O:19])(=[O:10])=[O:9])=[CH:4][CH:3]=1.Br[CH2:21][C:22]1[CH:29]=[CH:28][C:25]([C:26]#[N:27])=[CH:24][CH:23]=1.C(=O)([O-])[O-].[K+].[K+].[I-].[K+]. The product is [Cl:1][C:2]1[CH:3]=[CH:4][C:5]([S:8]([N:11]([CH2:21][C:22]2[CH:29]=[CH:28][C:25]([C:26]#[N:27])=[CH:24][CH:23]=2)[CH:12]2[CH2:18][CH2:17][CH2:16][CH2:15][NH:14][C:13]2=[O:19])(=[O:10])=[O:9])=[CH:6][CH:7]=1. The yield is 0.630.